From a dataset of Peptide-MHC class I binding affinity with 185,985 pairs from IEDB/IMGT. Regression. Given a peptide amino acid sequence and an MHC pseudo amino acid sequence, predict their binding affinity value. This is MHC class I binding data. (1) The peptide sequence is RYVLMDGSI. The MHC is HLA-A23:01 with pseudo-sequence HLA-A23:01. The binding affinity (normalized) is 0.345. (2) The binding affinity (normalized) is 0.415. The peptide sequence is AVRNAKAAV. The MHC is HLA-A30:01 with pseudo-sequence HLA-A30:01. (3) The peptide sequence is KGSGKMKTE. The MHC is HLA-B15:01 with pseudo-sequence HLA-B15:01. The binding affinity (normalized) is 0.0847. (4) The peptide sequence is GHQAAMQML. The MHC is HLA-A30:02 with pseudo-sequence HLA-A30:02. The binding affinity (normalized) is 0. (5) The peptide sequence is AENGWGFYF. The MHC is HLA-B58:01 with pseudo-sequence HLA-B58:01. The binding affinity (normalized) is 0.0847. (6) The peptide sequence is FMYITAATI. The MHC is HLA-A02:02 with pseudo-sequence HLA-A02:02. The binding affinity (normalized) is 0.334. (7) The peptide sequence is TILGIGTVL. The MHC is HLA-B53:01 with pseudo-sequence HLA-B53:01. The binding affinity (normalized) is 0.